From a dataset of Catalyst prediction with 721,799 reactions and 888 catalyst types from USPTO. Predict which catalyst facilitates the given reaction. (1) Reactant: [CH2:1]([O:3][C:4]([C:6]1[N:7]=[C:8]([C:11](=O)[CH:12]([C:20]([O:22]CC)=O)[C:13]2[CH:18]=[CH:17][C:16]([F:19])=[CH:15][CH:14]=2)[S:9][CH:10]=1)=[O:5])[CH3:2].O.[NH2:27][NH2:28].C(Cl)Cl.CO. Product: [CH2:1]([O:3][C:4]([C:6]1[N:7]=[C:8]([C:11]2[NH:27][NH:28][C:20](=[O:22])[C:12]=2[C:13]2[CH:18]=[CH:17][C:16]([F:19])=[CH:15][CH:14]=2)[S:9][CH:10]=1)=[O:5])[CH3:2]. The catalyst class is: 52. (2) Reactant: [CH:1]1[CH:2]=[CH:3][N:4]=[C:5]([NH:7][S:8]([C:11]2[CH:12]=[CH:13][C:14]([NH2:17])=[CH:15][CH:16]=2)(=[O:10])=[O:9])[CH:6]=1.[CH:18]1[CH:19]=CC2C(=O)C=CC(=O)[C:22]=2[CH:23]=1.CCN(C(C)C)C(C)C.CI. Product: [CH2:19]([NH:17][C:14]1[CH:13]=[CH:12][C:11]([S:8]([NH:7][C:5]2[CH:6]=[CH:1][CH:2]=[CH:3][N:4]=2)(=[O:10])=[O:9])=[CH:16][CH:15]=1)[CH2:18][CH2:23][CH3:22]. The catalyst class is: 3. (3) Reactant: [NH2:1][N:2]1[CH2:7][CH2:6][CH:5]([OH:8])[CH2:4][CH2:3]1.[Cl:9][C:10]1[CH:11]=[C:12]([C:25]2[CH:30]=[CH:29][C:28]([C:31]([N:33]3[CH2:38][CH2:37][CH:36]([C:39]([F:42])([F:41])[F:40])[CH2:35][CH2:34]3)=[O:32])=[CH:27][CH:26]=2)[CH:13]=[C:14]([Cl:24])[C:15]=1[CH2:16][C@@H:17]1[CH2:21][CH:20](O)[O:19][C:18]1=O.C(O[BH-](OC(=O)C)OC(=O)C)(=O)C.[Na+]. Product: [Cl:24][C:14]1[CH:13]=[C:12]([C:25]2[CH:26]=[CH:27][C:28]([C:31]([N:33]3[CH2:38][CH2:37][CH:36]([C:39]([F:42])([F:41])[F:40])[CH2:35][CH2:34]3)=[O:32])=[CH:29][CH:30]=2)[CH:11]=[C:10]([Cl:9])[C:15]=1[CH2:16][C@@H:17]1[CH2:21][CH2:20][N:1]([N:2]2[CH2:7][CH2:6][CH:5]([OH:8])[CH2:4][CH2:3]2)[C:18]1=[O:19]. The catalyst class is: 10. (4) Reactant: [O:1]1[C:5]2[CH:6]=[CH:7][CH:8]=[CH:9][C:4]=2[N:3]=[C:2]1[N:10]1[CH2:14][CH2:13][CH2:12][C@H:11]1[C:15]([O:17]C)=[O:16].O[Li].O.Cl. Product: [O:1]1[C:5]2[CH:6]=[CH:7][CH:8]=[CH:9][C:4]=2[N:3]=[C:2]1[N:10]1[CH2:14][CH2:13][CH2:12][C@H:11]1[C:15]([OH:17])=[O:16]. The catalyst class is: 24. (5) Product: [CH3:1][C:2]1[CH:6]=[C:5]([CH:7]([OH:8])[CH2:9][CH3:10])[O:4][N:3]=1. Reactant: [CH3:1][C:2]1[CH:6]=[C:5]([CH:7]=[O:8])[O:4][N:3]=1.[CH2:9]([Mg]Br)[CH3:10]. The catalyst class is: 1. (6) Reactant: [C:1]1([S:7]([N:10]2[CH2:14][CH:13]([C:15]3[CH:20]=[CH:19][CH:18]=[C:17](Br)[CH:16]=3)[N:12]([CH:22]([CH3:24])[CH3:23])[C:11]2=[O:25])(=[O:9])=[O:8])[CH:6]=[CH:5][CH:4]=[CH:3][CH:2]=1.[CH3:26][C:27]1[CH:32]=[CH:31][C:30]([CH3:33])=[CH:29][C:28]=1B(O)O.C(=O)([O-])[O-].[Na+].[Na+]. Product: [C:1]1([S:7]([N:10]2[CH2:14][CH:13]([C:15]3[CH:16]=[C:17]([C:28]4[CH:29]=[C:30]([CH3:33])[CH:31]=[CH:32][C:27]=4[CH3:26])[CH:18]=[CH:19][CH:20]=3)[N:12]([CH:22]([CH3:24])[CH3:23])[C:11]2=[O:25])(=[O:9])=[O:8])[CH:6]=[CH:5][CH:4]=[CH:3][CH:2]=1. The catalyst class is: 38. (7) Reactant: [CH2:1]([O:8][C:9]([NH:11][C@H:12]1[CH2:15][C@@H:14]([C:16]([NH:18][C@:19]23[CH2:54][CH2:53][C@@H:52]([C:55]([CH3:57])=[CH2:56])[C@@H:20]2[C@@H:21]2[C@@:34]([CH3:37])([CH2:35][CH2:36]3)[C@@:33]3([CH3:38])[C@@H:24]([C@:25]4([CH3:51])[C@@H:30]([CH2:31][CH2:32]3)[C:29]([CH3:40])([CH3:39])[C:28]([C:41]3[CH:50]=[CH:49][C:44]([C:45]([O:47]C)=[O:46])=[CH:43][CH:42]=3)=[CH:27][CH2:26]4)[CH2:23][CH2:22]2)=[O:17])[C:13]1([CH3:59])[CH3:58])=[O:10])[C:2]1[CH:7]=[CH:6][CH:5]=[CH:4][CH:3]=1.O.[OH-].[Li+]. Product: [CH2:1]([O:8][C:9]([NH:11][C@H:12]1[CH2:15][C@@H:14]([C:16]([NH:18][C@:19]23[CH2:54][CH2:53][C@@H:52]([C:55]([CH3:57])=[CH2:56])[C@@H:20]2[C@@H:21]2[C@@:34]([CH3:37])([CH2:35][CH2:36]3)[C@@:33]3([CH3:38])[C@@H:24]([C@:25]4([CH3:51])[C@@H:30]([CH2:31][CH2:32]3)[C:29]([CH3:40])([CH3:39])[C:28]([C:41]3[CH:50]=[CH:49][C:44]([C:45]([OH:47])=[O:46])=[CH:43][CH:42]=3)=[CH:27][CH2:26]4)[CH2:23][CH2:22]2)=[O:17])[C:13]1([CH3:59])[CH3:58])=[O:10])[C:2]1[CH:3]=[CH:4][CH:5]=[CH:6][CH:7]=1. The catalyst class is: 87. (8) Reactant: [Si]([C:5]#[N:6])(C)(C)C.[CH2:7]([O:14][C:15](=[O:18])[CH2:16][NH2:17])[C:8]1[CH:13]=[CH:12][CH:11]=[CH:10][CH:9]=1.[ClH:19].C([O-])(O)=O.[Na+].[CH:25](=O)[CH3:26].CCO. Product: [ClH:19].[CH2:7]([O:14][C:15](=[O:18])[CH2:16][NH:17][CH:25]([C:5]#[N:6])[CH3:26])[C:8]1[CH:13]=[CH:12][CH:11]=[CH:10][CH:9]=1. The catalyst class is: 91. (9) Reactant: [C:1]1([C:7](=O)[CH2:8][CH:9]([C:12]#[N:13])[C:10]#[N:11])[CH:6]=[CH:5][CH:4]=[CH:3][CH:2]=1.C(O)(=O)C.[CH3:19][S-:20].[Na+]. Product: [CH3:19][S:20][C:10]1[NH:11][C:7]([C:1]2[CH:6]=[CH:5][CH:4]=[CH:3][CH:2]=2)=[CH:8][C:9]=1[C:12]#[N:13]. The catalyst class is: 5. (10) Reactant: [ClH:1].C(OC([N:9]1[CH2:14][CH2:13][N:12]([C:15]2[S:16][C:17]([C:20]3[CH:25]=[CH:24][N:23]=[C:22]([CH3:26])[CH:21]=3)=[CH:18][N:19]=2)[CH2:11][CH2:10]1)=O)(C)(C)C. Product: [ClH:1].[CH3:26][C:22]1[CH:21]=[C:20]([C:17]2[S:16][C:15]([N:12]3[CH2:13][CH2:14][NH:9][CH2:10][CH2:11]3)=[N:19][CH:18]=2)[CH:25]=[CH:24][N:23]=1. The catalyst class is: 5.